From a dataset of Catalyst prediction with 721,799 reactions and 888 catalyst types from USPTO. Predict which catalyst facilitates the given reaction. (1) Reactant: C(N1C=C(NC2N=CN=C(C3C=CC(O[C@H]4CCNC[C@H]4F)=C(C=3)C#N)N=2)C=N1)(C)(C)C.[C:33]([N:37]1[CH:41]=[C:40]([NH:42][C:43]2[N:48]=[CH:47][N:46]=[C:45]([C:49]3[CH:50]=[CH:51][C:52]([O:57][C@H:58]4[CH2:63][CH2:62][N:61]([C:64](=[O:68])[C@@H:65]([OH:67])[CH3:66])[CH2:60][C@H:59]4[F:69])=[C:53]([CH:56]=3)[C:54]#[N:55])[N:44]=2)[CH:39]=[N:38]1)([CH3:36])([CH3:35])[CH3:34].C(N(CC)C(C)C)(C)C.CN(C(ON1N=NC2C=CC=NC1=2)=[N+](C)C)C.F[P-](F)(F)(F)(F)F. Product: [C:33]([N:37]1[CH:41]=[C:40]([NH:42][C:43]2[N:48]=[CH:47][N:46]=[C:45]([C:49]3[CH:50]=[CH:51][C:52]([O:57][C@H:58]4[CH2:63][CH2:62][N:61]([C:64](=[O:68])[C@@H:65]([OH:67])[CH3:66])[CH2:60][C@H:59]4[F:69])=[C:53]([CH:56]=3)[C:54]#[N:55])[N:44]=2)[CH:39]=[N:38]1)([CH3:34])([CH3:35])[CH3:36]. The catalyst class is: 9. (2) Reactant: [F:1][C:2]1[CH:3]=[C:4]([NH:9][C:10]2[CH:15]=[C:14]([F:16])[CH:13]=[C:12]([F:17])[C:11]=2[N+:18]([O-])=O)[CH:5]=[C:6]([F:8])[CH:7]=1.O. Product: [F:1][C:2]1[CH:3]=[C:4]([NH:9][C:10]2[C:11]([NH2:18])=[C:12]([F:17])[CH:13]=[C:14]([F:16])[CH:15]=2)[CH:5]=[C:6]([F:8])[CH:7]=1. The catalyst class is: 409. (3) The catalyst class is: 164. Reactant: Br[C:2]1[CH:7]=[CH:6][N:5]=[C:4]([Cl:8])[CH:3]=1.[C:9](=[O:13])([O:11][CH3:12])[NH2:10].C1(P(C2CCCCC2)C2C=CC=CC=2C2C(C(C)C)=CC(C(C)C)=CC=2C(C)C)CCCCC1.C(=O)([O-])[O-].[Cs+].[Cs+].C(=O)([O-])O.[Na+]. Product: [Cl:8][C:4]1[CH:3]=[C:2]([NH:10][C:9](=[O:13])[O:11][CH3:12])[CH:7]=[CH:6][N:5]=1.